From a dataset of Forward reaction prediction with 1.9M reactions from USPTO patents (1976-2016). Predict the product of the given reaction. The product is: [F:3][C:4]([F:10])([CH2:7][O:8][CH3:9])[CH2:5][O:6][C:15]1[N:16]([C:27]2[CH:32]=[CH:31][C:30]([O:33][CH2:34][C:35]([F:36])([F:38])[F:37])=[CH:29][CH:28]=2)[C:17](=[O:26])[C:18]2[CH:24]=[CH:23][C:22](=[O:25])[NH:21][C:19]=2[N:20]=1. Given the reactants [H-].[Na+].[F:3][C:4]([F:10])([CH2:7][O:8][CH3:9])[CH2:5][OH:6].C(S[C:15]1[N:16]([C:27]2[CH:32]=[CH:31][C:30]([O:33][CH2:34][C:35]([F:38])([F:37])[F:36])=[CH:29][CH:28]=2)[C:17](=[O:26])[C:18]2[CH:24]=[CH:23][C:22](=[O:25])[NH:21][C:19]=2[N:20]=1)CC.O, predict the reaction product.